Task: Predict the product of the given reaction.. Dataset: Forward reaction prediction with 1.9M reactions from USPTO patents (1976-2016) (1) Given the reactants [Cl:1][C:2]1[CH:7]=[CH:6][C:5]([C:8]2[CH:13]=[CH:12][C:11]([C:14]([N:16]3[CH2:21][CH2:20][N:19](C(OC(C)(C)C)=O)[CH2:18][CH2:17]3)=[O:15])=[C:10]([F:29])[CH:9]=2)=[C:4]([F:30])[CH:3]=1.Cl, predict the reaction product. The product is: [ClH:1].[Cl:1][C:2]1[CH:7]=[CH:6][C:5]([C:8]2[CH:13]=[CH:12][C:11]([C:14]([N:16]3[CH2:17][CH2:18][NH:19][CH2:20][CH2:21]3)=[O:15])=[C:10]([F:29])[CH:9]=2)=[C:4]([F:30])[CH:3]=1. (2) Given the reactants ClC1C2C(=CC(OCC)=C(NC(=O)C)C=2)N=CC=1C#N.C(OC(=O)[CH:27]([C:30]1[C:39]2[C:34](=[CH:35][C:36]([O:44][CH2:45][CH3:46])=[C:37]([NH:40][C:41](=[O:43])[CH3:42])[CH:38]=2)[N:33]=[CH:32][C:31]=1[C:47]#[N:48])[C:28]#[N:29])(C)(C)C.C(CC(OC(C)(C)C)=O)#N.[H-].[Na+].[NH:62]1[CH:66]=[CH:65][N:64]=[CH:63]1.Cl.N1C=CC=CC=1, predict the reaction product. The product is: [NH2:48][C:47]1[N:29]=[C:28]([N:62]2[CH:66]=[CH:65][N:64]=[CH:63]2)[CH:27]=[C:30]2[C:31]=1[CH:32]=[N:33][C:34]1[CH:35]=[C:36]([O:44][CH2:45][CH3:46])[C:37]([NH:40][C:41](=[O:43])[CH3:42])=[CH:38][C:39]2=1. (3) Given the reactants C(O[CH2:5][C:6]1[C:15]2[C:10](=[CH:11][CH:12]=[C:13]([O:16][C:17]3[CH:22]=[CH:21][C:20]([O:23][CH3:24])=[CH:19][CH:18]=3)[CH:14]=2)[C:9]([OH:25])=[C:8]([C:26]([O:28][CH3:29])=[O:27])[N:7]=1)(=O)C.C([O-])([O-])=O.[Na+].[Na+], predict the reaction product. The product is: [OH:25][C:9]1[C:10]2[C:15](=[CH:14][C:13]([O:16][C:17]3[CH:18]=[CH:19][C:20]([O:23][CH3:24])=[CH:21][CH:22]=3)=[CH:12][CH:11]=2)[C:6]([CH3:5])=[N:7][C:8]=1[C:26]([O:28][CH3:29])=[O:27]. (4) Given the reactants C([N:8]1[C@H:13]2[CH2:14][CH2:15][C@@H:9]1[CH2:10][C:11](=[O:16])[CH2:12]2)C1C=CC=CC=1.[CH3:29][C:28]([O:27][C:25](O[C:25]([O:27][C:28]([CH3:31])([CH3:30])[CH3:29])=[O:26])=[O:26])([CH3:31])[CH3:30], predict the reaction product. The product is: [O:16]=[C:11]1[CH2:12][C@H:13]2[N:8]([C:25]([O:27][C:28]([CH3:29])([CH3:30])[CH3:31])=[O:26])[C@H:9]([CH2:15][CH2:14]2)[CH2:10]1.